This data is from Catalyst prediction with 721,799 reactions and 888 catalyst types from USPTO. The task is: Predict which catalyst facilitates the given reaction. (1) Reactant: Cl[C:2]1[N:3]=[C:4]([N:14]2[CH2:19][CH2:18][O:17][CH2:16][C@@H:15]2[CH3:20])[C:5]2[CH2:10][S:9](=[O:12])(=[O:11])[CH:8]([CH3:13])[C:6]=2[N:7]=1.[CH:21]1([NH:24][C:25]([NH:27][C:28]2[CH:33]=[CH:32][C:31](B3OC(C)(C)C(C)(C)O3)=[CH:30][CH:29]=2)=[O:26])[CH2:23][CH2:22]1.C([O-])([O-])=O.[Na+].[Na+]. Product: [CH:21]1([NH:24][C:25]([NH:27][C:28]2[CH:33]=[CH:32][C:31]([C:2]3[N:3]=[C:4]([N:14]4[CH2:19][CH2:18][O:17][CH2:16][C@@H:15]4[CH3:20])[C:5]4[CH2:10][S:9](=[O:12])(=[O:11])[CH:8]([CH3:13])[C:6]=4[N:7]=3)=[CH:30][CH:29]=2)=[O:26])[CH2:23][CH2:22]1. The catalyst class is: 622. (2) Reactant: [OH-].[Na+].Cl.[CH3:4][N:5]([CH3:12])[C:6]([NH:8][C:9]([NH2:11])=[NH:10])=[NH:7].[CH:13]1([N:19]([C@H:33]2[CH2:38][CH2:37][C@H:36]([O:39][CH2:40][CH2:41][CH3:42])[CH2:35][CH2:34]2)[C:20](=[O:32])[NH:21][C:22]2[S:23][C:24]([S:27][CH2:28][C:29]([OH:31])=[O:30])=[CH:25][N:26]=2)[CH2:18][CH2:17][CH2:16][CH2:15][CH2:14]1. Product: [CH3:4][N:5]([CH3:12])[C:6]([NH:8][C:9]([NH2:11])=[NH:10])=[NH:7].[CH:13]1([N:19]([C@H:33]2[CH2:34][CH2:35][C@H:36]([O:39][CH2:40][CH2:41][CH3:42])[CH2:37][CH2:38]2)[C:20](=[O:32])[NH:21][C:22]2[S:23][C:24]([S:27][CH2:28][C:29]([OH:31])=[O:30])=[CH:25][N:26]=2)[CH2:14][CH2:15][CH2:16][CH2:17][CH2:18]1. The catalyst class is: 97.